Regression. Given a peptide amino acid sequence and an MHC pseudo amino acid sequence, predict their binding affinity value. This is MHC class I binding data. From a dataset of Peptide-MHC class I binding affinity with 185,985 pairs from IEDB/IMGT. (1) The MHC is HLA-A02:03 with pseudo-sequence HLA-A02:03. The peptide sequence is VYWENEVSI. The binding affinity (normalized) is 0.0847. (2) The peptide sequence is RVLDCRTAF. The MHC is HLA-B15:01 with pseudo-sequence HLA-B15:01. The binding affinity (normalized) is 0.567.